Task: Binary Classification. Given a miRNA mature sequence and a target amino acid sequence, predict their likelihood of interaction.. Dataset: Experimentally validated miRNA-target interactions with 360,000+ pairs, plus equal number of negative samples (1) The miRNA is hsa-miR-542-5p with sequence UCGGGGAUCAUCAUGUCACGAGA. The protein sequence of the target gene is MFVKSETLELKEEEEVLMLLGSASPASATLTPMSSSADEEEDEELRRPGSARGQRGAEAEQGVQGSPASGAGGCRPGRLLGLMHECKRRPSRSRAVSRGAKTAETVQRIKKTRRLKANNRERNRMHNLNAALDALREVLPTFPEDAKLTKIETLRFAHNYIWALTETLRLADHCAGAGGLQGALFTEAVLLSPGAALGASGDSPSPPSSWSCTNSPASSSNSTSPYSCTLSPASPGSDVDYWQPPPPEKHRYAPHLPLARDCI. Result: 0 (no interaction). (2) The miRNA is mmu-miR-1955-3p with sequence GAGCAUUGCAUGCUGGGACAU. The protein sequence of the target gene is MTMTTMPESLNSPVSGKAVFMEFGPPNQQMSPSPMSHGHYSMHCLHSAGHSQPDGAYSSASSFSRPLGYPYVNSVSSHASSPYISSVQSYPGSASLAQSRLEDPGADSEKSTVVEGGEVRFNGKGKKIRKPRTIYSSLQLQALNRRFQQTQYLALPERAELAASLGLTQTQVKIWFQNKRSKFKKLMKQGGAALEGSALANGRALSAGSPPVPPGWNPNSSSGKGSGGNAGSYIPSYTSWYPSAHQEAMQQPQLM. Result: 0 (no interaction).